From a dataset of Forward reaction prediction with 1.9M reactions from USPTO patents (1976-2016). Predict the product of the given reaction. (1) Given the reactants [CH3:1][C@:2]12[CH2:18][CH2:17]/[C:16](=[N:19]\[OH:20])/[CH:15]=[C:14]1[CH2:13][CH2:12][C@@H:11]1[C@@H:3]2[CH2:4][CH2:5][C@@:6]2([CH3:27])[C@H:10]1[CH2:9][CH2:8][C@@H:7]2[C:21]1([CH3:26])OCC[O:22]1.O.C1(C)C=CC(S(O)(=O)=O)=CC=1, predict the reaction product. The product is: [OH:20]/[N:19]=[C:16]1\[CH2:17][CH2:18][C@@:2]2([CH3:1])[C:14](=[CH:15]\1)[CH2:13][CH2:12][C@@H:11]1[C@@H:3]2[CH2:4][CH2:5][C@@:6]2([CH3:27])[C@H:10]1[CH2:9][CH2:8][C@@H:7]2[C:21](=[O:22])[CH3:26]. (2) Given the reactants [CH2:1]([NH:8][CH2:9][C@@H:10]1[CH2:14][C@@H:13]([O:15][CH2:16][CH3:17])[CH2:12][NH:11]1)[C:2]1[CH:7]=[CH:6][CH:5]=[CH:4][CH:3]=1.Br[CH:19]([CH2:24]Br)[C:20]([O:22][CH3:23])=[O:21].C(N(CC)CC)C, predict the reaction product. The product is: [CH2:1]([N:8]1[C@H:19]([C:20]([O:22][CH3:23])=[O:21])[CH2:24][N:11]2[CH2:12][C@H:13]([O:15][CH2:16][CH3:17])[CH2:14][C@H:10]2[CH2:9]1)[C:2]1[CH:3]=[CH:4][CH:5]=[CH:6][CH:7]=1. (3) Given the reactants [N+:1]([C:4]1[CH:12]=[CH:11][C:7]([C:8](Cl)=[O:9])=[CH:6][CH:5]=1)([O-])=O.BrC1C2C(Cl)=NC=NC=2N(C2CCCC2)C=1.[NH2:29][C:30]1[C:31]2[C:38](C(C3C=CC=C(N)C=3)=O)=[CH:37][N:36]([CH:48]3[CH2:52][CH2:51][CH2:50][CH2:49]3)[C:32]=2[N:33]=[CH:34][N:35]=1, predict the reaction product. The product is: [NH2:29][C:30]1[C:31]2[C:38]([C:8]([C:7]3[CH:11]=[CH:12][C:4]([NH2:1])=[CH:5][CH:6]=3)=[O:9])=[CH:37][N:36]([CH:48]3[CH2:52][CH2:51][CH2:50][CH2:49]3)[C:32]=2[N:33]=[CH:34][N:35]=1. (4) Given the reactants [CH3:1][C:2]([N:10]1[CH2:15][CH2:14][C:13](=O)[CH2:12][CH2:11]1)([CH3:9])[C:3]([O:5][CH:6]([CH3:8])[CH3:7])=[O:4].Cl.[F:18][C:19]([F:36])([F:35])[O:20][C:21]1[CH:26]=[CH:25][C:24]([C:27]2[CH:32]=[CH:31][C:30]([CH2:33][NH2:34])=[CH:29][CH:28]=2)=[CH:23][CH:22]=1.C(O[BH-](OC(=O)C)OC(=O)C)(=O)C.[Na+].C(O)(=O)C.C(=O)([O-])[O-].[Na+].[Na+], predict the reaction product. The product is: [CH3:1][C:2]([N:10]1[CH2:15][CH2:14][CH:13]([NH:34][CH2:33][C:30]2[CH:31]=[CH:32][C:27]([C:24]3[CH:25]=[CH:26][C:21]([O:20][C:19]([F:18])([F:35])[F:36])=[CH:22][CH:23]=3)=[CH:28][CH:29]=2)[CH2:12][CH2:11]1)([CH3:9])[C:3]([O:5][CH:6]([CH3:8])[CH3:7])=[O:4]. (5) Given the reactants C[O:2][C:3]([CH:5]1[N:12]2[C:8](=[N:9][NH:10][C:11]2=[O:13])[CH2:7][CH2:6]1)=[O:4].[Li+].[OH-].Cl, predict the reaction product. The product is: [O:13]=[C:11]1[NH:10][N:9]=[C:8]2[CH2:7][CH2:6][CH:5]([C:3]([OH:4])=[O:2])[N:12]12.